This data is from Forward reaction prediction with 1.9M reactions from USPTO patents (1976-2016). The task is: Predict the product of the given reaction. (1) Given the reactants [CH2:1]([O:3][C:4](=[O:22])[CH2:5][CH2:6][C:7]1[CH:12]=[CH:11][C:10]([CH:13]2[CH2:17][CH2:16][CH:15]([O:18]C(=O)C)[CH2:14]2)=[CH:9][CH:8]=1)[CH3:2].C([O-])([O-])=O.[K+].[K+], predict the reaction product. The product is: [CH2:1]([O:3][C:4](=[O:22])[CH2:5][CH2:6][C:7]1[CH:12]=[CH:11][C:10]([C@H:13]2[CH2:17][CH2:16][C@@H:15]([OH:18])[CH2:14]2)=[CH:9][CH:8]=1)[CH3:2]. (2) Given the reactants [CH3:1][C:2]1[N:3]([CH2:19][C:20](O)=[O:21])[C:4]2[C:9]([CH:10]=1)=[CH:8][C:7]([NH:11][S:12]([C:15]([F:18])([F:17])[F:16])(=[O:14])=[O:13])=[CH:6][CH:5]=2.C([O:25][C:26](=[O:34])[C:27]1[CH:32]=[CH:31][CH:30]=[C:29]([NH2:33])[CH:28]=1)C, predict the reaction product. The product is: [CH3:1][C:2]1[N:3]([CH2:19][C:20]([NH:33][C:29]2[CH:28]=[C:27]([CH:32]=[CH:31][CH:30]=2)[C:26]([OH:25])=[O:34])=[O:21])[C:4]2[C:9]([CH:10]=1)=[CH:8][C:7]([NH:11][S:12]([C:15]([F:18])([F:16])[F:17])(=[O:14])=[O:13])=[CH:6][CH:5]=2. (3) Given the reactants [CH3:1][N:2]([CH3:8])[C@@H:3]1[CH2:7][CH2:6][NH:5][CH2:4]1.[Cl:9][C:10]1[C:11]([C:29]2[C:37]3[C:32](=[CH:33][CH:34]=[CH:35][CH:36]=3)[NH:31][CH:30]=2)=[N:12][C:13]([NH:16][C:17]2[CH:22]=[C:21]([N+:23]([O-:25])=[O:24])[C:20](F)=[CH:19][C:18]=2[O:27][CH3:28])=[N:14][CH:15]=1.CCN(C(C)C)C(C)C, predict the reaction product. The product is: [Cl:9][C:10]1[C:11]([C:29]2[C:37]3[C:32](=[CH:33][CH:34]=[CH:35][CH:36]=3)[NH:31][CH:30]=2)=[N:12][C:13]([NH:16][C:17]2[CH:22]=[C:21]([N+:23]([O-:25])=[O:24])[C:20]([N:5]3[CH2:6][CH2:7][C@@H:3]([N:2]([CH3:8])[CH3:1])[CH2:4]3)=[CH:19][C:18]=2[O:27][CH3:28])=[N:14][CH:15]=1. (4) Given the reactants [OH-].[Na+].[CH2:3]([C:6]1[N:7]([CH2:19][CH2:20][CH2:21][C:22]([O:24]CC)=[O:23])[C:8]2[C:17]3[N:16]=[CH:15][CH:14]=[CH:13][C:12]=3[N:11]=[CH:10][C:9]=2[N:18]=1)[CH2:4][CH3:5].C1(C)C=CC=CC=1, predict the reaction product. The product is: [CH2:3]([C:6]1[N:7]([CH2:19][CH2:20][CH2:21][C:22]([OH:24])=[O:23])[C:8]2[C:17]3[N:16]=[CH:15][CH:14]=[CH:13][C:12]=3[N:11]=[CH:10][C:9]=2[N:18]=1)[CH2:4][CH3:5]. (5) The product is: [N:27]1[CH:32]=[CH:31][CH:30]=[C:29]([S:33]([N:21]2[CH2:20][CH2:19][C:16]3([C:15](=[O:24])[N:14]([C:11]4[CH:12]=[CH:13][C:8]([O:7][C:6]([F:5])([F:25])[F:26])=[CH:9][CH:10]=4)[CH2:18][CH2:17]3)[CH2:23][CH2:22]2)(=[O:35])=[O:34])[CH:28]=1. Given the reactants C(O)(=O)C.[F:5][C:6]([F:26])([F:25])[O:7][C:8]1[CH:13]=[CH:12][C:11]([N:14]2[CH2:18][CH2:17][C:16]3([CH2:23][CH2:22][NH:21][CH2:20][CH2:19]3)[C:15]2=[O:24])=[CH:10][CH:9]=1.[N:27]1[CH:32]=[CH:31][CH:30]=[C:29]([S:33](Cl)(=[O:35])=[O:34])[CH:28]=1.Cl, predict the reaction product. (6) Given the reactants [Al+3].[Cl-].[Cl-].[Cl-].[Br:5][C:6]1[CH:7]=[C:8]2[CH:14]=[CH:13][NH:12][C:9]2=[N:10][CH:11]=1.[C:15](Cl)(=[O:22])[C:16]1[CH:21]=[CH:20][CH:19]=[CH:18][CH:17]=1, predict the reaction product. The product is: [Br:5][C:6]1[CH:7]=[C:8]2[C:14]([C:15]([C:16]3[CH:21]=[CH:20][CH:19]=[CH:18][CH:17]=3)=[O:22])=[CH:13][NH:12][C:9]2=[N:10][CH:11]=1. (7) Given the reactants [CH2:1]([O:3][C:4]1[C:13]2[C:8](=[CH:9][CH:10]=[CH:11][CH:12]=2)[C:7]([O:14][CH2:15][CH3:16])=[C:6]([C:17](O)=[O:18])[C:5]=1[C:20](O)=[O:21])[CH3:2].[NH2:23][C:24]1[CH:34]=[CH:33][C:27]([CH2:28][S:29]([NH2:32])(=[O:31])=[O:30])=[CH:26][CH:25]=1.O, predict the reaction product. The product is: [CH2:15]([O:14][C:7]1[C:6]2[C:17](=[O:18])[N:23]([C:24]3[CH:34]=[CH:33][C:27]([CH2:28][S:29]([NH2:32])(=[O:30])=[O:31])=[CH:26][CH:25]=3)[C:20](=[O:21])[C:5]=2[C:4]([O:3][CH2:1][CH3:2])=[C:13]2[CH:12]=[CH:11][CH:10]=[CH:9][C:8]=12)[CH3:16].